From a dataset of Catalyst prediction with 721,799 reactions and 888 catalyst types from USPTO. Predict which catalyst facilitates the given reaction. Reactant: [F:1][C:2]1[CH:7]=[CH:6][C:5]([C:8]2[N:9]=[C:10]([SH:23])[NH:11][C:12]=2[C:13]2[CH:18]=[CH:17][C:16]([S:19]([CH3:22])(=[O:21])=[O:20])=[CH:15][CH:14]=2)=[CH:4][CH:3]=1.Cl.Cl[CH2:26][C:27]1[CH:36]=[CH:35][C:34]2[C:29](=[CH:30][CH:31]=[CH:32][CH:33]=2)[N:28]=1.C(N(CC)CC)C.O. Product: [F:1][C:2]1[CH:3]=[CH:4][C:5]([C:8]2[N:9]=[C:10]([S:23][CH2:26][C:27]3[CH:36]=[CH:35][C:34]4[C:29](=[CH:30][CH:31]=[CH:32][CH:33]=4)[N:28]=3)[NH:11][C:12]=2[C:13]2[CH:18]=[CH:17][C:16]([S:19]([CH3:22])(=[O:20])=[O:21])=[CH:15][CH:14]=2)=[CH:6][CH:7]=1. The catalyst class is: 41.